The task is: Regression. Given a peptide amino acid sequence and an MHC pseudo amino acid sequence, predict their binding affinity value. This is MHC class I binding data.. This data is from Peptide-MHC class I binding affinity with 185,985 pairs from IEDB/IMGT. (1) The peptide sequence is QELYSPLFL. The MHC is HLA-B44:02 with pseudo-sequence HLA-B44:02. The binding affinity (normalized) is 0.508. (2) The peptide sequence is VAPMVGGMM. The MHC is HLA-A02:01 with pseudo-sequence HLA-A02:01. The binding affinity (normalized) is 0.0847. (3) The peptide sequence is ISPVSILSTL. The MHC is Mamu-A01 with pseudo-sequence Mamu-A01. The binding affinity (normalized) is 0.575. (4) The peptide sequence is FFAFGHMIK. The MHC is HLA-A03:01 with pseudo-sequence HLA-A03:01. The binding affinity (normalized) is 0.0847. (5) The peptide sequence is MLINRFTMR. The MHC is HLA-A31:01 with pseudo-sequence HLA-A31:01. The binding affinity (normalized) is 0.865. (6) The peptide sequence is QLSLKMLSL. The MHC is HLA-B40:01 with pseudo-sequence HLA-B40:01. The binding affinity (normalized) is 0.0847. (7) The peptide sequence is QMRAVGQPL. The MHC is HLA-A69:01 with pseudo-sequence HLA-A69:01. The binding affinity (normalized) is 0.0847. (8) The peptide sequence is QSCISSGFI. The MHC is H-2-Db with pseudo-sequence H-2-Db. The binding affinity (normalized) is 0. (9) The binding affinity (normalized) is 1.00. The peptide sequence is IAFTRLFTV. The MHC is HLA-C12:03 with pseudo-sequence YYAGYREKYRQADVSNLYLWYDSYTWAEWAYTWY.